Dataset: Forward reaction prediction with 1.9M reactions from USPTO patents (1976-2016). Task: Predict the product of the given reaction. (1) Given the reactants [F:1][C:2]1[CH:3]=[C:4]([CH:37]=[C:38]([F:40])[CH:39]=1)[CH2:5][C@H:6]([NH:20]C(C1C=C(C)N=C(N(CCC)CCC)N=1)=O)[C@H:7]([OH:19])[CH2:8][NH:9][CH2:10][C:11]1[CH:16]=[CH:15][CH:14]=[C:13]([CH2:17][CH3:18])[CH:12]=1.[CH2:41]([N:45]([CH3:56])[C:46]1[CH:47]=[C:48]([CH:52]=[C:53]([Cl:55])[N:54]=1)[C:49]([OH:51])=O)[CH2:42][CH2:43][CH3:44], predict the reaction product. The product is: [CH2:41]([N:45]([CH3:56])[C:46]1[CH:47]=[C:48]([CH:52]=[C:53]([Cl:55])[N:54]=1)[C:49]([NH:20][C@@H:6]([CH2:5][C:4]1[CH:37]=[C:38]([F:40])[CH:39]=[C:2]([F:1])[CH:3]=1)[C@H:7]([OH:19])[CH2:8][NH:9][CH2:10][C:11]1[CH:16]=[CH:15][CH:14]=[C:13]([CH2:17][CH3:18])[CH:12]=1)=[O:51])[CH2:42][CH2:43][CH3:44]. (2) Given the reactants [CH3:1][O:2][C:3]1[CH:8]=[CH:7][CH:6]=[CH:5][C:4]=1[N:9]1[CH2:14][CH2:13][N:12]([CH2:15][CH2:16][CH2:17][CH2:18][N:19]2C(=O)C3C(=CC=CC=3)C2=O)[CH2:11][CH2:10]1, predict the reaction product. The product is: [CH3:1][O:2][C:3]1[CH:8]=[CH:7][CH:6]=[CH:5][C:4]=1[N:9]1[CH2:10][CH2:11][N:12]([CH2:15][CH2:16][CH2:17][CH2:18][NH2:19])[CH2:13][CH2:14]1. (3) Given the reactants [NH2:1][C:2]1[N:7]=[C:6]([NH:8][C:9]2[CH:10]=[CH:11][C:12]([CH3:16])=[C:13]([OH:15])[CH:14]=2)[CH:5]=[CH:4][N:3]=1.C([O-])([O-])=O.[Cs+].[Cs+].Br[CH2:24][CH:25]=[C:26]([CH3:28])[CH3:27], predict the reaction product. The product is: [CH3:16][C:12]1[CH:11]=[CH:10][C:9]([NH:8][C:6]2[CH:5]=[CH:4][N:3]=[C:2]([NH2:1])[N:7]=2)=[CH:14][C:13]=1[O:15][CH2:24][CH:25]=[C:26]([CH3:28])[CH3:27]. (4) Given the reactants [C:1]([NH:4][C:5]1[S:6][C:7]([Cl:10])=[CH:8][N:9]=1)(=[O:3])[CH3:2].CN(C=O)C.[H-].[Na+].[CH3:18][O:19][CH2:20][CH2:21]Br, predict the reaction product. The product is: [Cl:10][C:7]1[S:6][C:5](=[N:4][C:1](=[O:3])[CH3:2])[N:9]([CH2:21][CH2:20][O:19][CH3:18])[CH:8]=1. (5) Given the reactants C([O:4][C:5]1[C:12]([O:13][CH3:14])=[CH:11][C:8]([CH:9]=[O:10])=[C:7](Br)[C:6]=1[O:16][CH3:17])(=O)C.[C:18]([C:21]1[CH:22]=[C:23](B(O)O)[CH:24]=[CH:25][CH:26]=1)([OH:20])=[O:19], predict the reaction product. The product is: [CH:9]([C:8]1[C:7]([C:25]2[CH:24]=[CH:23][CH:22]=[C:21]([C:18]([OH:20])=[O:19])[CH:26]=2)=[C:6]([O:16][CH3:17])[C:5]([OH:4])=[C:12]([O:13][CH3:14])[CH:11]=1)=[O:10].